This data is from Catalyst prediction with 721,799 reactions and 888 catalyst types from USPTO. The task is: Predict which catalyst facilitates the given reaction. (1) Reactant: [CH:1]1([C:4]#[C:5][Si:6]([CH3:9])([CH3:8])[CH3:7])[CH2:3][CH2:2]1.[Li][CH2:11]CCC.S(OC)(OC)(=O)=O. Product: [CH3:7][Si:6]([CH3:9])([CH3:8])[C:5]#[C:4][C:1]1([CH3:11])[CH2:3][CH2:2]1. The catalyst class is: 28. (2) Reactant: [CH2:1]([C:9]1[CH:10]=[CH:11][C:12]2[N:13]([C:15]([CH2:18][C:19]([OH:21])=O)=[CH:16][N:17]=2)[N:14]=1)[CH2:2][C:3]1[CH:8]=[CH:7][CH:6]=[CH:5][CH:4]=1.[NH2:22][C:23]1[CH:28]=[CH:27][CH:26]=[CH:25][CH:24]=1. Product: [CH2:1]([C:9]1[CH:10]=[CH:11][C:12]2[N:13]([C:15]([CH2:18][C:19]([NH:22][C:23]3[CH:28]=[CH:27][CH:26]=[CH:25][CH:24]=3)=[O:21])=[CH:16][N:17]=2)[N:14]=1)[CH2:2][C:3]1[CH:4]=[CH:5][CH:6]=[CH:7][CH:8]=1. The catalyst class is: 7. (3) Reactant: COC[O:4][C:5]1[C:10]([CH:11]([CH3:13])[CH3:12])=[CH:9][C:8]([C:14]2[N:18]([C:19]3[CH:24]=[CH:23][C:22]([N:25]4[CH2:30][CH2:29][O:28][CH2:27][CH2:26]4)=[CH:21][CH:20]=3)[C:17]([OH:31])=[N:16][N:15]=2)=[C:7]([O:32]COC)[CH:6]=1.Cl. Product: [OH:31][C:17]1[N:18]([C:19]2[CH:20]=[CH:21][C:22]([N:25]3[CH2:30][CH2:29][O:28][CH2:27][CH2:26]3)=[CH:23][CH:24]=2)[C:14]([C:8]2[CH:9]=[C:10]([CH:11]([CH3:13])[CH3:12])[C:5]([OH:4])=[CH:6][C:7]=2[OH:32])=[N:15][N:16]=1. The catalyst class is: 8. (4) Reactant: [CH3:1][C:2]([NH:14][C:15](=[O:18])[CH2:16][CH3:17])([CH3:13])[CH2:3][C:4]1[CH:9]=[CH:8][C:7]([N+:10]([O-])=O)=[CH:6][CH:5]=1. Product: [NH2:10][C:7]1[CH:6]=[CH:5][C:4]([CH2:3][C:2]([NH:14][C:15](=[O:18])[CH2:16][CH3:17])([CH3:13])[CH3:1])=[CH:9][CH:8]=1. The catalyst class is: 43. (5) Reactant: [NH2:1][C:2]1[C:10]([CH3:11])=[C:9]([CH3:12])[C:8]([Br:13])=[CH:7][C:3]=1[C:4]([OH:6])=[O:5].[C:14](=O)([O-])[O-].[Cs+].[Cs+].CI.O. Product: [NH2:1][C:2]1[C:10]([CH3:11])=[C:9]([CH3:12])[C:8]([Br:13])=[CH:7][C:3]=1[C:4]([O:6][CH3:14])=[O:5]. The catalyst class is: 3. (6) Reactant: [CH3:1][C:2]1[CH:3]=[C:4]([CH2:11][C@@H:12]([NH:17][C:18]([N:20]2[CH2:25][CH2:24][CH:23]([C:26]3[C:27](=[O:36])[NH:28][C:29]4[C:34]([CH:35]=3)=[CH:33][CH:32]=[CH:31][CH:30]=4)[CH2:22][CH2:21]2)=[O:19])[C:13](OC)=[O:14])[CH:5]=[C:6]2[C:10]=1[NH:9][N:8]=[CH:7]2.[NH2:37][C@H:38]([C:51](=[O:64])[N:52]1[CH2:57][CH2:56][N:55]([C:58]2[CH:63]=[CH:62][N:61]=[CH:60][CH:59]=2)[CH2:54][CH2:53]1)[CH2:39][CH2:40][CH2:41][CH2:42][NH:43][C:44](=[O:50])[O:45][C:46]([CH3:49])([CH3:48])[CH3:47].F[B-](F)(F)F.N1(OC(N(C)C)=[N+](C)C)C2C=CC=CC=2N=N1.C(N(CC)CC)C. Product: [CH3:1][C:2]1[CH:3]=[C:4]([CH2:11][C@@H:12]([NH:17][C:18]([N:20]2[CH2:21][CH2:22][CH:23]([C:26]3[C:27](=[O:36])[NH:28][C:29]4[C:34]([CH:35]=3)=[CH:33][CH:32]=[CH:31][CH:30]=4)[CH2:24][CH2:25]2)=[O:19])[C:13]([NH:37][C@H:38]([C:51](=[O:64])[N:52]2[CH2:57][CH2:56][N:55]([C:58]3[CH:59]=[CH:60][N:61]=[CH:62][CH:63]=3)[CH2:54][CH2:53]2)[CH2:39][CH2:40][CH2:41][CH2:42][NH:43][C:44](=[O:50])[O:45][C:46]([CH3:47])([CH3:48])[CH3:49])=[O:14])[CH:5]=[C:6]2[C:10]=1[NH:9][N:8]=[CH:7]2. The catalyst class is: 3. (7) Reactant: Cl[Sn]Cl.O.[F:5][C:6]1[CH:7]=[C:8]([C:15]2[CH:20]=[CH:19][C:18]([C:21]3[S:22][CH:23]=[CH:24][C:25]=3[NH:26][S:27]([CH:30]([CH3:32])[CH3:31])(=[O:29])=[O:28])=[CH:17][CH:16]=2)[CH:9]=[C:10]([N+:12]([O-])=O)[CH:11]=1.C([O-])(O)=O.[Na+]. Product: [NH2:12][C:10]1[CH:11]=[C:6]([F:5])[CH:7]=[C:8]([C:15]2[CH:16]=[CH:17][C:18]([C:21]3[S:22][CH:23]=[CH:24][C:25]=3[NH:26][S:27]([CH:30]([CH3:31])[CH3:32])(=[O:28])=[O:29])=[CH:19][CH:20]=2)[CH:9]=1. The catalyst class is: 14.